From a dataset of Experimentally validated miRNA-target interactions with 360,000+ pairs, plus equal number of negative samples. Binary Classification. Given a miRNA mature sequence and a target amino acid sequence, predict their likelihood of interaction. (1) The miRNA is hsa-miR-210-3p with sequence CUGUGCGUGUGACAGCGGCUGA. The protein sequence of the target gene is MENQLWHNTVRCCNQYQESPHDAEDILLLLLGLIVLVNIGINVATMMWHGLQNALDKMIDWATQKNEIQASESPPSGPPDKAQDVHIHCILDPVQVKMSRPTQYSSFSCHHFSNHHSSSLLRCVRRRRRRHRRCRRRCCNHQQRPQNYRQIPHSHSVFRNPHRSQKMSQLHRVPFFDQEDPDSYLEEEDNLPFPYPKYPRRGWGGFYQRAGLPSNVGLWGHQGGILASLPPPSLYLSPELRCMPKRVEARSELRLQSYGRHGSQSRLWGNVEAEQWASSPPPPHRLPPNPSWVPVGHSPY.... Result: 0 (no interaction). (2) The miRNA is hsa-miR-6727-3p with sequence UCCUGCCACCUCCUCCGCAG. The protein sequence of the target gene is MSMILSASVIRVRDGLPLSASTDYEQSTGMQECRKYFKMLSRKLAQLPDRCTLKTGHYNINFISSLGVSYMMLCTENYPNVLAFSFLDELQKEFITTYNMMKTNTAVRPYCFIEFDNFIQRTKQRYNNPRSLSTKINLSDMQTEIKLRPPYQISMCELGSANGVTSAFSVDCKGAGKISSAHQRLEPATLSGIVGFILSLLCGALNLIRGFHAIESLLQSDGDDFNYIIAFFLGTAACLYQCYLLVYYTGWRNVKSFLTFGLICLCNMYLYELRNLWQLFFHVTVGAFVTLQIWLRQAQG.... Result: 1 (interaction). (3) The miRNA is hsa-miR-5188 with sequence AAUCGGACCCAUUUAAACCGGAG. The protein sequence of the target gene is MWRVLFLLSGLGGLRMDSNFDSLPVQITVPEKIRSIIKEGIESQASYKIVIEGKPYTVNLMQKNFLPHNFRVYSYSGTGIMKPLDQDFQNFCHYQGYIEGYPKSVVMVSTCTGLRGVLQFENVSYGIEPLESSVGFEHVIYQVKHKKADVSLYNEKDIESRDLSFKLQSVEPQQDFAKYIEMHVIVEKQLYNHMGSDTTVVAQKVFQLIGLTNAIFVSFNITIILSSLELWIDENKIATTGEANELLHTFLRWKTSYLVLRPHDVAFLLVYREKSNYVGATFQGKMCDANYAGGVVLHPR.... Result: 0 (no interaction).